Dataset: Full USPTO retrosynthesis dataset with 1.9M reactions from patents (1976-2016). Task: Predict the reactants needed to synthesize the given product. Given the product [CH3:33][N:32]([CH3:34])[C:29]1[CH:30]=[CH:31][C:26]([C:19]2[C:18]([N:17]3[CH2:2][C:3](=[O:4])[N:5]([C:6]4[CH:11]=[CH:10][C:9]([O:12][CH3:13])=[CH:8][CH:7]=4)[CH2:14][C:15]3=[O:16])=[CH:23][CH:22]=[C:21]([O:24][CH3:25])[N:20]=2)=[CH:27][CH:28]=1, predict the reactants needed to synthesize it. The reactants are: Br[CH2:2][C:3]([N:5]([CH2:14][C:15]([NH:17][C:18]1[C:19]([C:26]2[CH:31]=[CH:30][C:29]([N:32]([CH3:34])[CH3:33])=[CH:28][CH:27]=2)=[N:20][C:21]([O:24][CH3:25])=[CH:22][CH:23]=1)=[O:16])[C:6]1[CH:11]=[CH:10][C:9]([O:12][CH3:13])=[CH:8][CH:7]=1)=[O:4].C(=O)([O-])[O-].[Cs+].[Cs+].CN(C=O)C.